From a dataset of Experimentally validated miRNA-target interactions with 360,000+ pairs, plus equal number of negative samples. Binary Classification. Given a miRNA mature sequence and a target amino acid sequence, predict their likelihood of interaction. (1) The miRNA is hsa-miR-5579-3p with sequence UUAGCUUAAGGAGUACCAGAUC. Result: 0 (no interaction). The protein sequence of the target gene is MGLPEERVRSGSGSRGQEEAGAGGRARSWSPPPEVSRSAHVPSLQRYRELHRRSVEEPREFWGDIAKEFYWKTPCPGPFLRYNFDVTKGKIFIEWMKGATTNICYNVLDRNVHEKKLGDKVAFYWEGNEPGETTQITYHQLLVQVCQFSNVLRKQGIQKGDRVAIYMPMIPELVVAMLACARIGALHSIVFAGFSSESLCERILDSSCSLLITTDAFYRGEKLVNLKELADEALQKCQEKGFPVRCCIVVKHLGRAELGMGDSTSQSPPIKRSCPDVQISWNQGIDLWWHELMQEAGDEC.... (2) The miRNA is dme-miR-4-3p with sequence AUAAAGCUAGACAACCAUUGA. The protein sequence of the target gene is MATALSEEELDNEDYYSLLNVRREASSEELKAAYRRLCMLYHPDKHRDPELKSQAERLFNLVHQAYEVLSDPQTRAIYDIYGKRGLEMEGWEVVERRRTPAEIREEFERLQREREERRLQQRTNPKGTISVGVDATDLFDRYDEEYEDVSGSSFPQIEINKMHISQSIEAPLTATDTAILSGSLSTQNGNGGGSINFALRRVTSAKGWGELEFGAGDLQGPLFGLKLFRNLTPRCFVTTNCALQFSSRGIRPGLTTVLARNLDKNTVGYLQWRWGIQSAMNTSIVRDTKTSHFTVALQLG.... Result: 0 (no interaction). (3) The miRNA is hsa-miR-548g-5p with sequence UGCAAAAGUAAUUGCAGUUUUUG. The protein sequence of the target gene is MSESLVVCDVAEDLVEKLRKFRFRKETNNAAIIMKIDKDKRLVVLDEELEGISPDELKDELPERQPRFIVYSYKYQHDDGRVSYPLCFIFSSPVGCKPEQQMMYAGSKNKLVQTAELTKVFEIRNTEDLTEEWLREKLGFFH. Result: 1 (interaction).